From a dataset of Reaction yield outcomes from USPTO patents with 853,638 reactions. Predict the reaction yield, written as a fraction of the theoretical maximum amount of product (1.0 means a 100% yield; for example, 0.34 means a 34% yield). The reactants are Cl[C:2]1[C:11]2[C:6](=[CH:7][C:8]([C:12]([O:14][CH3:15])=[O:13])=[CH:9][CH:10]=2)[N:5]=[C:4]([C:16]([F:25])([F:24])[C:17]2[CH:22]=[CH:21][C:20]([F:23])=[CH:19][CH:18]=2)[N:3]=1.[CH3:26][C:27]1[NH:31][N:30]=[C:29]([NH2:32])[CH:28]=1.CCN(C(C)C)C(C)C. The catalyst is CN(C=O)C.O. The product is [F:25][C:16]([F:24])([C:17]1[CH:18]=[CH:19][C:20]([F:23])=[CH:21][CH:22]=1)[C:4]1[N:3]=[C:2]([NH:32][C:29]2[CH:28]=[C:27]([CH3:26])[NH:31][N:30]=2)[C:11]2[C:6](=[CH:7][C:8]([C:12]([O:14][CH3:15])=[O:13])=[CH:9][CH:10]=2)[N:5]=1. The yield is 1.00.